Dataset: Full USPTO retrosynthesis dataset with 1.9M reactions from patents (1976-2016). Task: Predict the reactants needed to synthesize the given product. (1) Given the product [C:7]([N:5]1[CH:6]=[C:2]([C:34]2([OH:35])[C:33]3[C:28](=[CH:29][CH:30]=[CH:31][CH:32]=3)[CH2:27][CH2:26][CH2:36]2)[N:3]=[CH:4]1)([C:20]1[CH:25]=[CH:24][CH:23]=[CH:22][CH:21]=1)([C:14]1[CH:19]=[CH:18][CH:17]=[CH:16][CH:15]=1)[C:8]1[CH:13]=[CH:12][CH:11]=[CH:10][CH:9]=1, predict the reactants needed to synthesize it. The reactants are: I[C:2]1[N:3]=[CH:4][N:5]([C:7]([C:20]2[CH:25]=[CH:24][CH:23]=[CH:22][CH:21]=2)([C:14]2[CH:19]=[CH:18][CH:17]=[CH:16][CH:15]=2)[C:8]2[CH:13]=[CH:12][CH:11]=[CH:10][CH:9]=2)[CH:6]=1.[CH2:26]1[CH2:36][C:34](=[O:35])[C:33]2[C:28](=[CH:29][CH:30]=[CH:31][CH:32]=2)[CH2:27]1. (2) Given the product [OH:1][C@@H:2]([C@H:4]1[C:34](=[O:35])[N:6]2[C:7]([C:21]([O-:23])=[O:22])=[C:8]([C:11]3[S:15][C:14]4=[C:16]([S:19][CH3:20])[N:17]([CH:37]([C:39]5[CH:44]=[CH:43][CH:42]=[CH:41][CH:40]=5)[CH3:38])[CH:18]=[N+:13]4[CH:12]=3)[C@H:9]([CH3:10])[C@H:5]12)[CH3:3], predict the reactants needed to synthesize it. The reactants are: [OH:1][C@@H:2]([C@H:4]1[C:34](=[O:35])[N:6]2[C:7]([C:21]([O:23]CC3C=CC([N+]([O-])=O)=CC=3)=[O:22])=[C:8]([C:11]3[S:15][C:14]4=[C:16]([S:19][CH3:20])[N:17]=[CH:18][N:13]4[CH:12]=3)[C@H:9]([CH3:10])[C@H:5]12)[CH3:3].Br[CH:37]([C:39]1[CH:44]=[CH:43][CH:42]=[CH:41][CH:40]=1)[CH3:38].[I-].[Na+]. (3) Given the product [N:1]1[N:2]=[C:3]([NH:6][CH:8]2[CH2:13][CH2:12][CH:11]([C:14]([O:16][CH2:17][CH3:18])=[O:15])[CH2:10][CH2:9]2)[NH:4][CH:5]=1, predict the reactants needed to synthesize it. The reactants are: [NH:1]1[CH:5]=[N:4][C:3]([NH2:6])=[N:2]1.O=[C:8]1[CH2:13][CH2:12][CH:11]([C:14]([O:16][CH2:17][CH3:18])=[O:15])[CH2:10][CH2:9]1.C([BH3-])#N.[Na+].O. (4) Given the product [S:8]1[C:12]2[CH:13]=[CH:14][CH:15]=[CH:16][C:11]=2[N:10]=[C:9]1[NH:17][C:18]([C:20]1[CH:21]=[CH:22][CH:23]=[C:24]2[C:29]=1[CH2:28][N:27]([C:30]1[S:31][C:32]([CH2:38][CH2:39][CH2:40][O:55][C:56]3[CH:57]=[CH:58][C:59]([C:62]4[C:63]([C:68]#[N:69])=[N:64][CH:65]=[CH:66][N:67]=4)=[CH:60][CH:61]=3)=[C:33]([C:35]([OH:37])=[O:36])[N:34]=1)[CH2:26][CH2:25]2)=[O:19], predict the reactants needed to synthesize it. The reactants are: C(O)(C(F)(F)F)=O.[S:8]1[C:12]2[CH:13]=[CH:14][CH:15]=[CH:16][C:11]=2[N:10]=[C:9]1[NH:17][C:18]([C:20]1[CH:21]=[CH:22][CH:23]=[C:24]2[C:29]=1[CH2:28][N:27]([C:30]1[S:31][C:32]([CH2:38][CH2:39][CH2:40]OC3C=CC(C4C(C#N)=CSC=4)=CC=3)=[C:33]([C:35]([OH:37])=[O:36])[N:34]=1)[CH2:26][CH2:25]2)=[O:19].[OH:55][C:56]1[CH:61]=[CH:60][C:59]([C:62]2[C:63]([C:68]#[N:69])=[N:64][CH:65]=[CH:66][N:67]=2)=[CH:58][CH:57]=1.